Dataset: Full USPTO retrosynthesis dataset with 1.9M reactions from patents (1976-2016). Task: Predict the reactants needed to synthesize the given product. Given the product [F:1][C:2]1[C:10]([F:11])=[C:9]([O:12][CH3:13])[C:8]([N+:26]([O-:28])=[O:27])=[CH:7][C:3]=1[C:4]([NH2:6])=[O:5], predict the reactants needed to synthesize it. The reactants are: [F:1][C:2]1[C:10]([F:11])=[C:9]([O:12][CH3:13])[CH:8]=[CH:7][C:3]=1[C:4]([NH2:6])=[O:5].FC1C=C(C=C([N+:26]([O-:28])=[O:27])C=1OC)C(N)=O.